Predict the product of the given reaction. From a dataset of Forward reaction prediction with 1.9M reactions from USPTO patents (1976-2016). The product is: [CH2:1]([C:5]1[N:6]=[C:7]([NH:21][CH2:22][C:23]2[CH:28]=[CH:27][C:26]([O:29][CH3:30])=[C:25]([O:31][CH3:32])[CH:24]=2)[C:8]2[NH:13][N:12]=[C:11]([C:14]#[C:15][CH2:16][CH2:17][CH2:18][CH2:19][N:35]3[CH2:36][CH2:37][CH2:34][CH2:33]3)[C:9]=2[N:10]=1)[CH2:2][CH2:3][CH3:4]. Given the reactants [CH2:1]([C:5]1[N:6]=[C:7]([NH:21][CH2:22][C:23]2[CH:28]=[CH:27][C:26]([O:29][CH3:30])=[C:25]([O:31][CH3:32])[CH:24]=2)[C:8]2[NH:13][N:12]=[C:11]([C:14]#[C:15][CH2:16][CH2:17][CH2:18][CH2:19]Cl)[C:9]=2[N:10]=1)[CH2:2][CH2:3][CH3:4].[CH2:33]([N:35](CC)[CH2:36][CH3:37])[CH3:34].N1CCCC1, predict the reaction product.